Dataset: Forward reaction prediction with 1.9M reactions from USPTO patents (1976-2016). Task: Predict the product of the given reaction. Given the reactants [S:1](N)(N)(=[O:3])=[O:2].[NH2:6][CH2:7][C:8]1([NH:14][C:15]2[CH:20]=[CH:19][CH:18]=[CH:17][CH:16]=2)[CH2:13][CH2:12][CH2:11][CH2:10][CH2:9]1.N1C=CC=C[CH:22]=1, predict the reaction product. The product is: [NH2:6][CH2:7][C:8]1([N:14]([C:15]2[CH:20]=[CH:19][CH:18]=[CH:17][CH:16]=2)[S:1]([CH3:22])(=[O:3])=[O:2])[CH2:13][CH2:12][CH2:11][CH2:10][CH2:9]1.